This data is from TCR-epitope binding with 47,182 pairs between 192 epitopes and 23,139 TCRs. The task is: Binary Classification. Given a T-cell receptor sequence (or CDR3 region) and an epitope sequence, predict whether binding occurs between them. (1) The epitope is SSNVANYQK. The TCR CDR3 sequence is CASSPGTLHGYTF. Result: 0 (the TCR does not bind to the epitope). (2) Result: 1 (the TCR binds to the epitope). The epitope is LPRRSGAAGA. The TCR CDR3 sequence is CASSPPSGPVRNEQFF. (3) The TCR CDR3 sequence is CAVRWDSGNTIYF. Result: 0 (the TCR does not bind to the epitope). The epitope is RPPIFIRRL.